Dataset: Full USPTO retrosynthesis dataset with 1.9M reactions from patents (1976-2016). Task: Predict the reactants needed to synthesize the given product. (1) Given the product [CH3:22][C:6]1[N:5]([C:23]2[CH:28]=[CH:27][CH:26]=[C:25]([C:29]([F:31])([F:32])[F:30])[CH:24]=2)[C:4](=[O:3])[NH:8][C:7]=1[C:9]1[N:13]([C:14]2[CH:15]=[CH:16][C:17]([C:18]#[N:19])=[CH:20][CH:21]=2)[N:12]=[CH:11][N:10]=1, predict the reactants needed to synthesize it. The reactants are: C([O:3][C:4]1[N:5]([C:23]2[CH:28]=[CH:27][CH:26]=[C:25]([C:29]([F:32])([F:31])[F:30])[CH:24]=2)[C:6]([CH3:22])=[C:7]([C:9]2[N:13]([C:14]3[CH:21]=[CH:20][C:17]([C:18]#[N:19])=[CH:16][CH:15]=3)[N:12]=[CH:11][N:10]=2)[N:8]=1)C.Cl. (2) Given the product [NH2:1][C:4]1[CH:5]=[C:6]([CH:16]=[CH:17][CH:18]=1)[CH2:7][P:8](=[O:15])([O:9][CH2:10][CH3:11])[O:12][CH2:13][CH3:14], predict the reactants needed to synthesize it. The reactants are: [N+:1]([C:4]1[CH:5]=[C:6]([CH:16]=[CH:17][CH:18]=1)[CH2:7][P:8](=[O:15])([O:12][CH2:13][CH3:14])[O:9][CH2:10][CH3:11])([O-])=O.